Dataset: Full USPTO retrosynthesis dataset with 1.9M reactions from patents (1976-2016). Task: Predict the reactants needed to synthesize the given product. (1) Given the product [Cl:1][C:2]1[CH:8]=[C:7]([O:9][C:10]2[C:19]3[C:14](=[CH:15][C:16]([O:22][CH3:23])=[C:17]([O:20][CH3:21])[CH:18]=3)[N:13]=[CH:12][N:11]=2)[CH:6]=[CH:5][C:3]=1[NH:4][C:25](=[O:27])[O:41][CH:38]([CH2:39][CH3:40])[CH2:37][CH3:36], predict the reactants needed to synthesize it. The reactants are: [Cl:1][C:2]1[CH:8]=[C:7]([O:9][C:10]2[C:19]3[C:14](=[CH:15][C:16]([O:22][CH3:23])=[C:17]([O:20][CH3:21])[CH:18]=3)[N:13]=[CH:12][N:11]=2)[CH:6]=[CH:5][C:3]=1[NH2:4].Cl[C:25](Cl)([O:27]C(=O)OC(Cl)(Cl)Cl)Cl.[CH3:36][CH2:37][CH:38]([OH:41])[CH2:39][CH3:40].C(=O)(O)[O-].[Na+]. (2) Given the product [CH3:8][N:4]1[CH2:5][CH2:6][CH2:7][C:2](=[O:1])[C:3]1=[O:9], predict the reactants needed to synthesize it. The reactants are: [OH:1][CH:2]1[CH2:7][CH2:6][CH2:5][N:4]([CH3:8])[C:3]1=[O:9]. (3) Given the product [CH2:35]([S:37]([NH:1][C:2]1[CH:3]=[C:4]([CH:32]=[CH:33][CH:34]=1)[O:5][C:6]1[CH:11]=[C:10]([F:12])[CH:9]=[C:8]([NH:13][C:14]2[CH:19]=[CH:18][C:17]([I:20])=[CH:16][C:15]=2[F:21])[C:7]=1[NH:22][S:23]([C:26]1([CH2:29][CH:30]=[CH2:31])[CH2:28][CH2:27]1)(=[O:24])=[O:25])(=[O:39])=[O:38])[CH3:36], predict the reactants needed to synthesize it. The reactants are: [NH2:1][C:2]1[CH:3]=[C:4]([CH:32]=[CH:33][CH:34]=1)[O:5][C:6]1[CH:11]=[C:10]([F:12])[CH:9]=[C:8]([NH:13][C:14]2[CH:19]=[CH:18][C:17]([I:20])=[CH:16][C:15]=2[F:21])[C:7]=1[NH:22][S:23]([C:26]1([CH2:29][CH:30]=[CH2:31])[CH2:28][CH2:27]1)(=[O:25])=[O:24].[CH2:35]([S:37](Cl)(=[O:39])=[O:38])[CH3:36].C. (4) Given the product [C:22]([C:26]1[CH:27]=[CH:28][C:29]2[C:30]([N:31]=1)=[N:32][N:33]1[C:4](=[O:21])[CH:5]=[C:6]([CH:8]3[CH2:9][CH2:10][N:11]([C:14]([O:16][C:17]([CH3:18])([CH3:19])[CH3:20])=[O:15])[CH2:12][CH2:13]3)[NH:35][C:34]=21)([CH3:25])([CH3:23])[CH3:24], predict the reactants needed to synthesize it. The reactants are: C(O[C:4](=[O:21])[CH2:5][C:6]([CH:8]1[CH2:13][CH2:12][N:11]([C:14]([O:16][C:17]([CH3:20])([CH3:19])[CH3:18])=[O:15])[CH2:10][CH2:9]1)=O)C.[C:22]([C:26]1[N:31]=[C:30]2[NH:32][N:33]=[C:34]([NH2:35])[C:29]2=[CH:28][CH:27]=1)([CH3:25])([CH3:24])[CH3:23].P([O-])([O-])([O-])=O.[K+].[K+].[K+]. (5) Given the product [CH2:25]([CH:30]1[CH2:31][C@H:32]2[N:37]([CH2:2][CH2:3][CH2:4][N:5]3[C:13]4[C:8](=[CH:9][CH:10]=[CH:11][CH:12]=4)[C:7]([C:14](=[O:16])[CH3:15])=[CH:6]3)[C@H:35]([CH2:34][CH2:33]2)[CH2:36]1)[CH2:26][CH2:27][CH2:28][CH3:29], predict the reactants needed to synthesize it. The reactants are: Cl[CH2:2][CH2:3][CH2:4][N:5]1[C:13]2[C:8](=[CH:9][CH:10]=[CH:11][CH:12]=2)[C:7]([C:14](=[O:16])[CH3:15])=[CH:6]1.C(=O)([O-])[O-].[Cs+].[Cs+].[I-].[K+].[CH2:25]([CH:30]1[CH2:36][C@H:35]2[NH:37][C@H:32]([CH2:33][CH2:34]2)[CH2:31]1)[CH2:26][CH2:27][CH2:28][CH3:29]. (6) Given the product [CH:22]1([CH2:28][CH2:29][NH:30][CH:2]2[C:10]3[C:5](=[CH:6][C:7]([O:11][C:12]4[CH:20]=[CH:19][C:15]([C:16]([NH2:18])=[O:17])=[CH:14][N:13]=4)=[CH:8][CH:9]=3)[CH2:4][CH2:3]2)[CH2:27][CH2:26][CH2:25][CH2:24][CH2:23]1, predict the reactants needed to synthesize it. The reactants are: O=[C:2]1[C:10]2[C:5](=[CH:6][C:7]([O:11][C:12]3[CH:20]=[CH:19][C:15]([C:16]([NH2:18])=[O:17])=[CH:14][N:13]=3)=[CH:8][CH:9]=2)[CH2:4][CH2:3]1.Cl.[CH:22]1([CH2:28][CH2:29][NH2:30])[CH2:27][CH2:26][CH2:25][CH2:24][CH2:23]1.CCN(CC)CC.[BH3-]C#N.[Na+]. (7) The reactants are: Cl.O1CCOCC1.[OH:8][C@@H:9]([C@@H:27]([NH2:35])[CH2:28][C:29]1[CH:34]=[CH:33][CH:32]=[CH:31][CH:30]=1)[CH2:10][N:11]([CH2:20][CH:21]1[CH2:26][CH2:25][CH2:24][CH2:23][CH2:22]1)[NH:12]C(OC(C)(C)C)=O. Given the product [OH:8][C@@H:9]([C@@H:27]([NH2:35])[CH2:28][C:29]1[CH:30]=[CH:31][CH:32]=[CH:33][CH:34]=1)[CH2:10][N:11]([CH2:20][CH:21]1[CH2:22][CH2:23][CH2:24][CH2:25][CH2:26]1)[NH2:12], predict the reactants needed to synthesize it. (8) Given the product [NH2:26][C:22]1[CH:21]=[C:20]([NH:19][C:17]([NH:16][CH2:15][CH2:14][N:11]2[CH2:12][CH2:13][C:8]([CH2:1][C:2]3[CH:7]=[CH:6][CH:5]=[CH:4][CH:3]=3)([OH:33])[CH2:9][CH2:10]2)=[O:18])[CH:25]=[CH:24][N:23]=1, predict the reactants needed to synthesize it. The reactants are: [CH2:1]([C:8]1([OH:33])[CH2:13][CH2:12][N:11]([CH2:14][CH2:15][NH:16][C:17]([NH:19][C:20]2[CH:25]=[CH:24][N:23]=[C:22]([N:26](CC=C)CC=C)[CH:21]=2)=[O:18])[CH2:10][CH2:9]1)[C:2]1[CH:7]=[CH:6][CH:5]=[CH:4][CH:3]=1.C1[C@H](C[C@H](N)C(O)=O)[C@H]2O[C@H]2C(=O)C1.N[C@H](C(O)=O)CC1C=CC(O)=CC=1.